Dataset: Reaction yield outcomes from USPTO patents with 853,638 reactions. Task: Predict the reaction yield, written as a fraction of the theoretical maximum amount of product (1.0 means a 100% yield; for example, 0.34 means a 34% yield). The reactants are [CH:1]1[C:6]2[C:7]([N:16]3[CH2:21][CH2:20][N:19](C(OC(C)(C)C)=O)[CH2:18][CH2:17]3)=[N:8][C:9]3[CH:15]=[CH:14][CH:13]=[CH:12][C:10]=3[S:11][C:5]=2[CH:4]=[CH:3][CH:2]=1. The catalyst is CO. The product is [N:16]1([C:7]2=[N:8][C:9]3[CH:15]=[CH:14][CH:13]=[CH:12][C:10]=3[S:11][C:5]3[CH:4]=[CH:3][CH:2]=[CH:1][C:6]2=3)[CH2:17][CH2:18][NH:19][CH2:20][CH2:21]1. The yield is 0.800.